Task: Predict the product of the given reaction.. Dataset: Forward reaction prediction with 1.9M reactions from USPTO patents (1976-2016) (1) Given the reactants [CH3:1][C:2]([C:6]1[CH:7]=[C:8]([C:13]2[S:17][C:16]([CH:18]=O)=[CH:15][CH:14]=2)[CH:9]=[CH:10][C:11]=1[OH:12])([CH3:5])[CH2:3][CH3:4].[S:20]1[CH2:26][C:24](=[O:25])[NH:23][C:21]1=S.[NH:27]1[CH2:32][CH2:31][O:30][CH2:29][CH2:28]1, predict the reaction product. The product is: [CH3:5][C:2]([C:6]1[CH:7]=[C:8]([C:13]2[S:17][C:16]([CH:18]=[C:26]3[S:20][C:21]([N:27]4[CH2:32][CH2:31][O:30][CH2:29][CH2:28]4)=[N:23][C:24]3=[O:25])=[CH:15][CH:14]=2)[CH:9]=[CH:10][C:11]=1[OH:12])([CH3:1])[CH2:3][CH3:4]. (2) Given the reactants CS[C:3]1[N:4]=[N:5][C:6]([C:17]([NH2:19])=[O:18])=[C:7]([NH:9][C:10]2[CH:15]=[CH:14][C:13]([CH3:16])=[CH:12][CH:11]=2)[N:8]=1.C1C=C(Cl)C=C(C(OO)=O)C=1.CCN(C(C)C)C(C)C.C(OC(=O)[NH:46][C@@H:47]1[C@H:52]([NH2:53])[CH2:51][CH2:50][O:49][CH2:48]1)(C)(C)C, predict the reaction product. The product is: [NH2:46][C@@H:47]1[C@H:52]([NH:53][C:3]2[N:4]=[N:5][C:6]([C:17]([NH2:19])=[O:18])=[C:7]([NH:9][C:10]3[CH:15]=[CH:14][C:13]([CH3:16])=[CH:12][CH:11]=3)[N:8]=2)[CH2:51][CH2:50][O:49][CH2:48]1.